This data is from Reaction yield outcomes from USPTO patents with 853,638 reactions. The task is: Predict the reaction yield, written as a fraction of the theoretical maximum amount of product (1.0 means a 100% yield; for example, 0.34 means a 34% yield). The yield is 0.505. The product is [Cl:31][C:28]1[CH:29]=[CH:30][C:25]([NH:24][C:23]2[NH:36][C:13]([C:12]3[CH:17]=[CH:18][C:9]([O:8][C:6]4[N:7]=[C:2]([NH2:1])[N:3]=[C:4]([NH2:19])[CH:5]=4)=[CH:10][CH:11]=3)=[N:15][N:16]=2)=[CH:26][C:27]=1[C:32]([F:33])([F:34])[F:35]. The reactants are [NH2:1][C:2]1[N:7]=[C:6]([O:8][C:9]2[CH:18]=[CH:17][C:12]([C:13]([NH:15][NH2:16])=O)=[CH:11][CH:10]=2)[CH:5]=[C:4]([NH2:19])[N:3]=1.I.CS[C:23](=[NH:36])[NH:24][C:25]1[CH:30]=[CH:29][C:28]([Cl:31])=[C:27]([C:32]([F:35])([F:34])[F:33])[CH:26]=1. The catalyst is N1C=CC=CC=1.